Dataset: Full USPTO retrosynthesis dataset with 1.9M reactions from patents (1976-2016). Task: Predict the reactants needed to synthesize the given product. (1) Given the product [Br:9][C:10]1[CH:19]=[CH:18][C:13]([C:14]([O:16][CH3:17])=[O:15])=[C:12]([CH2:20][Br:8])[CH:11]=1, predict the reactants needed to synthesize it. The reactants are: C1C(=O)N([Br:8])C(=O)C1.[Br:9][C:10]1[CH:19]=[CH:18][C:13]([C:14]([O:16][CH3:17])=[O:15])=[C:12]([CH3:20])[CH:11]=1.CC(N=NC(C#N)(C)C)(C#N)C. (2) The reactants are: [O:1]=[C:2]1[C:11]2[C:6](=[CH:7][CH:8]=[C:9]([C:12]3[CH:19]=[CH:18][C:15]([CH:16]=O)=[CH:14][CH:13]=3)[CH:10]=2)[O:5][C:4]([C:20]2[CH:25]=[CH:24][CH:23]=[CH:22][CH:21]=2)=[CH:3]1.[CH3:26][N:27]1CCC(=C2C3N=CC=CC=3CCC3C=CC=CC2=3)C[CH2:28]1.[CH:48](=O)C1C=CC=CC=1.Cl.N([CH2:59][C:60]([OH:62])=[O:61])C. Given the product [O:1]=[C:2]1[C:11]2[C:6](=[CH:7][CH:8]=[C:9]([C:12]3[CH:19]=[CH:18][C:15]([CH2:16][N:27]4[CH2:28][CH:59]([C:60]([O:62][CH3:48])=[O:61])[CH2:26]4)=[CH:14][CH:13]=3)[CH:10]=2)[O:5][C:4]([C:20]2[CH:25]=[CH:24][CH:23]=[CH:22][CH:21]=2)=[CH:3]1, predict the reactants needed to synthesize it. (3) Given the product [CH3:27][C:28]1[N:2]=[C:1]([C:4]2[CH:5]=[CH:6][C:7]([C@@H:10]3[O:15][CH2:14][CH2:13][N:12]([C:16]([O:18][C:19]([CH3:22])([CH3:21])[CH3:20])=[O:17])[CH2:11]3)=[CH:8][CH:9]=2)[O:3][N:32]=1, predict the reactants needed to synthesize it. The reactants are: [C:1]([C:4]1[CH:9]=[CH:8][C:7]([C@@H:10]2[O:15][CH2:14][CH2:13][N:12]([C:16]([O:18][C:19]([CH3:22])([CH3:21])[CH3:20])=[O:17])[CH2:11]2)=[CH:6][CH:5]=1)(=[O:3])[NH2:2].O1[CH2:28][CH2:27]OCC1.[OH-].[Na+].Cl.[NH2:32]O. (4) Given the product [CH3:39][S:40]([O:1][CH2:2][CH2:3][C@H:4]1[C:16]2[C:15]3[C:14]([O:17][CH:18]4[CH2:23][CH2:22][CH:21]([NH:24][C:25](=[O:31])[O:26][C:27]([CH3:28])([CH3:30])[CH3:29])[CH2:20][CH2:19]4)=[N:13][CH:12]=[N:11][C:10]=3[S:9][C:8]=2[CH2:7][CH2:6][CH2:5]1)(=[O:42])=[O:41], predict the reactants needed to synthesize it. The reactants are: [OH:1][CH2:2][CH2:3][C@H:4]1[C:16]2[C:15]3[C:14]([O:17][CH:18]4[CH2:23][CH2:22][CH:21]([NH:24][C:25](=[O:31])[O:26][C:27]([CH3:30])([CH3:29])[CH3:28])[CH2:20][CH2:19]4)=[N:13][CH:12]=[N:11][C:10]=3[S:9][C:8]=2[CH2:7][CH2:6][CH2:5]1.C(N(CC)CC)C.[CH3:39][S:40](Cl)(=[O:42])=[O:41]. (5) Given the product [CH:16]1([N:8]2[C:9]3[C:5](=[CH:4][N:3]=[C:2]([CH3:1])[CH:10]=3)[CH:6]=[CH:7]2)[CH2:19][CH2:18][CH2:17]1, predict the reactants needed to synthesize it. The reactants are: [CH3:1][C:2]1[CH:10]=[C:9]2[C:5]([CH:6]=[CH:7][NH:8]2)=[CH:4][N:3]=1.CN(C=O)C.[CH:16]1(Br)[CH2:19][CH2:18][CH2:17]1.C(=O)([O-])[O-].[Cs+].[Cs+]. (6) Given the product [C:35]([NH:53][C@H:18]1[C@@H:17]([N:14]2[CH2:15][CH2:16][C@H:12]([NH:11][C:9]([O:8][CH2:1][C:2]3[CH:7]=[CH:6][CH:5]=[CH:4][CH:3]=3)=[O:10])[C:13]2=[O:34])[CH2:22][CH2:21][C@@H:20]([NH:23][C:24](=[O:25])[O:26][C:27]([CH3:29])([CH3:30])[CH3:28])[CH2:19]1)(=[O:38])[CH3:36], predict the reactants needed to synthesize it. The reactants are: [CH2:1]([O:8][C:9]([NH:11][C@H:12]1[CH2:16][CH2:15][N:14]([C@H:17]2[CH2:22][CH2:21][C@@H:20]([NH:23][C:24]([O:26][C:27]([CH3:30])([CH3:29])[CH3:28])=[O:25])[CH2:19][C@H:18]2C(N)=O)[C:13]1=[O:34])=[O:10])[C:2]1[CH:7]=[CH:6][CH:5]=[CH:4][CH:3]=1.[C:35]([OH:38])(=O)[CH3:36].C(O)(=O)C.IC1C=CC=CC=1.C([N:53](CC)C(C)C)(C)C.C(OC(=O)C)(=O)C. (7) Given the product [C:1]([O:5][C:6]([N:8]1[CH2:20][C@@H:19]([CH3:21])[N:18]2[C@H:10]([CH2:11][C:12]3[C:17]2=[N:16][C:15]([CH2:22][O:23][CH2:27][CH:28]2[CH2:33][CH2:32][CH2:31][CH2:30][CH2:29]2)=[CH:14][CH:13]=3)[CH2:9]1)=[O:7])([CH3:2])([CH3:4])[CH3:3], predict the reactants needed to synthesize it. The reactants are: [C:1]([O:5][C:6]([N:8]1[CH2:20][C@@H:19]([CH3:21])[N:18]2[C@H:10]([CH2:11][C:12]3[C:17]2=[N:16][C:15]([CH2:22][OH:23])=[CH:14][CH:13]=3)[CH2:9]1)=[O:7])([CH3:4])([CH3:3])[CH3:2].[H-].[Na+].Br[CH2:27][CH:28]1[CH2:33][CH2:32][CH2:31][CH2:30][CH2:29]1. (8) Given the product [CH2:1]([O:3][C:4](=[O:32])[CH:5]([NH2:18])[C:6]1[CH:11]=[C:10]([CH3:12])[N:9]=[C:8]([N:13]2[CH:17]=[CH:16][N:15]=[CH:14]2)[N:7]=1)[CH3:2], predict the reactants needed to synthesize it. The reactants are: [CH2:1]([O:3][C:4](=[O:32])[CH:5]([N:18]=C(C1C=CC=CC=1)C1C=CC=CC=1)[C:6]1[CH:11]=[C:10]([CH3:12])[N:9]=[C:8]([N:13]2[CH:17]=[CH:16][N:15]=[CH:14]2)[N:7]=1)[CH3:2].C([O-])([O-])=O.[K+].[K+].